This data is from Reaction yield outcomes from USPTO patents with 853,638 reactions. The task is: Predict the reaction yield, written as a fraction of the theoretical maximum amount of product (1.0 means a 100% yield; for example, 0.34 means a 34% yield). The reactants are [CH3:1][S:2]([C:5]1[CH:6]=[CH:7][C:8]([N:15]2[CH2:20][CH2:19][O:18][CH2:17][CH2:16]2)=[C:9]([CH:14]=1)[C:10](OC)=[O:11])(=[O:4])=[O:3].[H-].[Al+3].[Li+].[H-].[H-].[H-].Cl. The catalyst is O1CCCC1. The product is [CH3:1][S:2]([C:5]1[CH:6]=[CH:7][C:8]([N:15]2[CH2:20][CH2:19][O:18][CH2:17][CH2:16]2)=[C:9]([CH:14]=1)[CH2:10][OH:11])(=[O:3])=[O:4]. The yield is 0.340.